From a dataset of Full USPTO retrosynthesis dataset with 1.9M reactions from patents (1976-2016). Predict the reactants needed to synthesize the given product. Given the product [CH3:32][O:31][C:29]1[CH:30]=[C:25]([CH2:24][CH2:23][C:13]2[CH:12]=[C:11]([NH:10][C:1](=[O:8])[C:2]3[CH:7]=[CH:6][CH:5]=[CH:4][CH:3]=3)[NH:15][N:14]=2)[CH:26]=[C:27]([O:33][CH3:34])[CH:28]=1, predict the reactants needed to synthesize it. The reactants are: [C:1](Cl)(=[O:8])[C:2]1[CH:7]=[CH:6][CH:5]=[CH:4][CH:3]=1.[NH2:10][C:11]1[N:15](C(OC(C)(C)C)=O)[N:14]=[C:13]([CH2:23][CH2:24][C:25]2[CH:30]=[C:29]([O:31][CH3:32])[CH:28]=[C:27]([O:33][CH3:34])[CH:26]=2)[CH:12]=1.N1C=CC=CC=1.C(O)(C(F)(F)F)=O.